Task: Predict the reactants needed to synthesize the given product.. Dataset: Full USPTO retrosynthesis dataset with 1.9M reactions from patents (1976-2016) (1) Given the product [CH3:33][C:30]1[CH:29]=[CH:28][C:27]([S:24]([N:8]2[C:4]3=[N:5][CH:6]=[CH:7][C:2]([B:34]4[O:38][C:37]([CH3:40])([CH3:39])[C:36]([CH3:42])([CH3:41])[O:35]4)=[C:3]3[CH:10]=[C:9]2[C:11]2[CH2:12][CH2:13][CH2:14][N:15]([C:17]([O:19][C:20]([CH3:22])([CH3:21])[CH3:23])=[O:18])[CH:16]=2)(=[O:25])=[O:26])=[CH:32][CH:31]=1, predict the reactants needed to synthesize it. The reactants are: Br[C:2]1[CH:7]=[CH:6][N:5]=[C:4]2[N:8]([S:24]([C:27]3[CH:32]=[CH:31][C:30]([CH3:33])=[CH:29][CH:28]=3)(=[O:26])=[O:25])[C:9]([C:11]3[CH2:12][CH2:13][CH2:14][N:15]([C:17]([O:19][C:20]([CH3:23])([CH3:22])[CH3:21])=[O:18])[CH:16]=3)=[CH:10][C:3]=12.[B:34]1([B:34]2[O:38][C:37]([CH3:40])([CH3:39])[C:36]([CH3:42])([CH3:41])[O:35]2)[O:38][C:37]([CH3:40])([CH3:39])[C:36]([CH3:42])([CH3:41])[O:35]1. (2) Given the product [CH2:1]([O:3][C:4]1[CH:9]=[C:8]([C:20]2[N:25]3[CH:26]=[CH:27][N:28]=[C:24]3[C:23]([NH:29][C:30]3[CH:31]=[CH:32][C:33]([C:34]([NH:36][CH2:37][C:38]4[CH:39]=[N:40][CH:41]=[CH:42][CH:43]=4)=[O:35])=[CH:44][CH:45]=3)=[N:22][CH:21]=2)[CH:7]=[CH:6][N:5]=1)[CH3:2], predict the reactants needed to synthesize it. The reactants are: [CH2:1]([O:3][C:4]1[CH:9]=[C:8](B2OC(C)(C)C(C)(C)O2)[CH:7]=[CH:6][N:5]=1)[CH3:2].Br[C:20]1[N:25]2[CH:26]=[CH:27][N:28]=[C:24]2[C:23]([NH:29][C:30]2[CH:45]=[CH:44][C:33]([C:34]([NH:36][CH2:37][C:38]3[CH:39]=[N:40][CH:41]=[CH:42][CH:43]=3)=[O:35])=[CH:32][CH:31]=2)=[N:22][CH:21]=1.CC([O-])(C)C.[Na+].